Dataset: Full USPTO retrosynthesis dataset with 1.9M reactions from patents (1976-2016). Task: Predict the reactants needed to synthesize the given product. (1) Given the product [CH:1]1([CH:7]([NH:24][C:25]2[CH:26]=[CH:27][C:28]([C:29]([NH:41][CH2:40][CH2:39][C:38]([O:37][CH2:35][CH3:36])=[O:42])=[O:30])=[CH:32][CH:33]=2)[C:8]2[O:9][C:10]3[CH:22]=[CH:21][C:20]([F:23])=[CH:19][C:11]=3[C:12]=2[CH2:13][O:14][CH2:15][CH2:16][O:17][CH3:18])[CH2:2][CH2:3][CH2:4][CH2:5][CH2:6]1, predict the reactants needed to synthesize it. The reactants are: [CH:1]1([CH:7]([NH:24][C:25]2[CH:33]=[CH:32][C:28]([C:29](O)=[O:30])=[CH:27][CH:26]=2)[C:8]2[O:9][C:10]3[CH:22]=[CH:21][C:20]([F:23])=[CH:19][C:11]=3[C:12]=2[CH2:13][O:14][CH2:15][CH2:16][O:17][CH3:18])[CH2:6][CH2:5][CH2:4][CH2:3][CH2:2]1.Cl.[CH2:35]([O:37][C:38](=[O:42])[CH2:39][CH2:40][NH2:41])[CH3:36].O.ON1C2C=CC=CC=2N=N1.Cl.C(N=C=NCCCN(C)C)C.[Cl-].[NH4+]. (2) Given the product [Cl:1][C:2]1[CH:3]=[CH:4][C:5]2[N:11]3[CH:12]=[CH:13][CH:14]=[C:10]3[C@@H:9]([CH2:15][C:16]([NH:18][C@@H:19]3[CH2:24][CH2:23][CH2:22][CH2:21][C@@H:20]3[C:25]([OH:27])=[O:26])=[O:17])[O:8][C@H:7]([C:30]3[CH:35]=[CH:34][CH:33]=[C:32]([O:36][CH3:37])[C:31]=3[O:38][CH3:39])[C:6]=2[CH:40]=1, predict the reactants needed to synthesize it. The reactants are: [Cl:1][C:2]1[CH:3]=[CH:4][C:5]2[N:11]3[CH:12]=[CH:13][CH:14]=[C:10]3[C@@H:9]([CH2:15][C:16]([NH:18][C@@H:19]3[CH2:24][CH2:23][CH2:22][CH2:21][C@@H:20]3[C:25]([O:27]CC)=[O:26])=[O:17])[O:8][C@H:7]([C:30]3[CH:35]=[CH:34][CH:33]=[C:32]([O:36][CH3:37])[C:31]=3[O:38][CH3:39])[C:6]=2[CH:40]=1.C(=O)([O-])[O-].[K+].[K+].Cl.C(OCC)(=O)C. (3) The reactants are: [NH:1]1[C:9]2[C:4](=[CH:5][C:6]([S:10]([N:13]3[CH2:18][CH2:17][N:16]([C:19]([O:21][C:22]([CH3:25])([CH3:24])[CH3:23])=[O:20])[CH2:15][CH2:14]3)(=[O:12])=[O:11])=[CH:7][CH:8]=2)[CH2:3][CH2:2]1.[C:26](O[C:26]([O:28][C:29]([CH3:32])([CH3:31])[CH3:30])=[O:27])([O:28][C:29]([CH3:32])([CH3:31])[CH3:30])=[O:27]. Given the product [C:29]([O:28][C:26]([N:1]1[C:9]2[C:4](=[CH:5][C:6]([S:10]([N:13]3[CH2:14][CH2:15][N:16]([C:19]([O:21][C:22]([CH3:25])([CH3:24])[CH3:23])=[O:20])[CH2:17][CH2:18]3)(=[O:12])=[O:11])=[CH:7][CH:8]=2)[CH:3]=[CH:2]1)=[O:27])([CH3:32])([CH3:31])[CH3:30], predict the reactants needed to synthesize it. (4) Given the product [CH3:1][NH:2][CH2:9][C:6]1[CH:7]=[CH:8][N:3]=[CH:4][CH:5]=1, predict the reactants needed to synthesize it. The reactants are: [CH3:1][NH2:2].[N:3]1[CH:8]=[CH:7][C:6]([CH:9]=O)=[CH:5][CH:4]=1.[BH4-].[Na+]. (5) Given the product [OH:53][C@H:36]([CH2:35][NH:34][C:9](=[O:11])[C:8]1[CH:12]=[C:4]([C:2]([CH3:3])=[CH2:1])[CH:5]=[N:6][CH:7]=1)[C@@H:37]([NH:45][C:46](=[O:52])[O:47][C:48]([CH3:51])([CH3:49])[CH3:50])[CH2:38][C:39]1[CH:44]=[CH:43][CH:42]=[CH:41][CH:40]=1, predict the reactants needed to synthesize it. The reactants are: [CH2:1]=[C:2]([C:4]1[CH:5]=[N:6][CH:7]=[C:8]([CH:12]=1)[C:9]([OH:11])=O)[CH3:3].CCN=C=NCCCN(C)C.C1C=CC2N(O)N=NC=2C=1.[NH2:34][CH2:35][C@@H:36]([OH:53])[C@@H:37]([NH:45][C:46](=[O:52])[O:47][C:48]([CH3:51])([CH3:50])[CH3:49])[CH2:38][C:39]1[CH:44]=[CH:43][CH:42]=[CH:41][CH:40]=1.CCN(C(C)C)C(C)C. (6) The reactants are: [CH3:1][O:2][C:3]1[CH:4]=[CH:5][C:6]2[C:12](=[O:13])[CH:11]([C:14]3[CH:19]=[CH:18][C:17]([O:20][CH3:21])=[CH:16][CH:15]=3)[CH2:10][CH2:9][CH2:8][C:7]=2[CH:22]=1.C(O)(C)(C)C.Br[CH2:29][CH2:30][O:31][CH2:32][C:33]1[CH:38]=[CH:37][CH:36]=[CH:35][CH:34]=1.CC(C)([O-])C.[K+]. Given the product [CH2:32]([O:31][CH2:30][CH2:29][C:11]1([C:14]2[CH:15]=[CH:16][C:17]([O:20][CH3:21])=[CH:18][CH:19]=2)[CH2:10][CH2:9][CH2:8][C:7]2[CH:22]=[C:3]([O:2][CH3:1])[CH:4]=[CH:5][C:6]=2[C:12]1=[O:13])[C:33]1[CH:38]=[CH:37][CH:36]=[CH:35][CH:34]=1, predict the reactants needed to synthesize it.